This data is from Full USPTO retrosynthesis dataset with 1.9M reactions from patents (1976-2016). The task is: Predict the reactants needed to synthesize the given product. (1) Given the product [CH3:1][O:2][C:3]1[CH:17]=[CH:16][CH:15]=[CH:14][C:4]=1[O:5][C:6]1[CH:13]=[CH:12][C:9]([CH2:10][NH2:11])=[CH:8][CH:7]=1, predict the reactants needed to synthesize it. The reactants are: [CH3:1][O:2][C:3]1[CH:17]=[CH:16][CH:15]=[CH:14][C:4]=1[O:5][C:6]1[CH:13]=[CH:12][C:9]([C:10]#[N:11])=[CH:8][CH:7]=1.[H-].[Al+3].[Li+].[H-].[H-].[H-].C1COCC1.[OH-].[Na+]. (2) The reactants are: [N:1]([CH2:4][C:5]([C:7]1[CH:14]=[CH:13][C:10]([C:11]#[N:12])=[CH:9][CH:8]=1)=[O:6])=[N+]=[N-].[CH3:15][C:16]1[CH:21]=[CH:20][C:19]([N+:22]([O-:24])=[O:23])=[CH:18][C:17]=1[N:25]=[C:26]=O.C1(P(C2C=CC=CC=2)C2C=CC=CC=2)C=CC=CC=1. Given the product [CH3:15][C:16]1[CH:21]=[CH:20][C:19]([N+:22]([O-:24])=[O:23])=[CH:18][C:17]=1[NH:25][C:26]1[O:6][C:5]([C:7]2[CH:14]=[CH:13][C:10]([C:11]#[N:12])=[CH:9][CH:8]=2)=[CH:4][N:1]=1, predict the reactants needed to synthesize it. (3) Given the product [CH3:28][N:20]1[C:21]2[C:26](=[CH:25][C:24]([CH3:27])=[CH:23][CH:22]=2)[C:18]([C:16]([N:13]2[CH2:12][CH2:11][N:10]([C:7]3[CH:8]=[CH:9][C:4]([C:3]([OH:35])=[O:2])=[CH:5][N:6]=3)[CH2:15][CH2:14]2)=[O:17])=[C:19]1[C:29]1[CH:34]=[CH:33][CH:32]=[CH:31][CH:30]=1, predict the reactants needed to synthesize it. The reactants are: C[O:2][C:3](=[O:35])[C:4]1[CH:9]=[CH:8][C:7]([N:10]2[CH2:15][CH2:14][N:13]([C:16]([C:18]3[C:26]4[C:21](=[CH:22][CH:23]=[C:24]([CH3:27])[CH:25]=4)[N:20]([CH3:28])[C:19]=3[C:29]3[CH:34]=[CH:33][CH:32]=[CH:31][CH:30]=3)=[O:17])[CH2:12][CH2:11]2)=[N:6][CH:5]=1.Cl. (4) Given the product [F:31][C:32]1[C:38]([F:39])=[C:37]([F:40])[CH:36]=[CH:35][C:33]=1[NH:34][C:11]1([C:28]#[N:29])[CH2:12][CH2:13][N:8]([C:7]2[CH:6]=[CH:5][C:4]([N:17]3[CH2:21][C@H:20]([CH2:22][NH:23][C:24](=[O:26])[CH3:25])[O:19][C:18]3=[O:27])=[CH:3][C:2]=2[F:1])[CH2:9][C:10]1([CH3:16])[CH3:15], predict the reactants needed to synthesize it. The reactants are: [F:1][C:2]1[CH:3]=[C:4]([N:17]2[CH2:21][C@H:20]([CH2:22][NH:23][C:24](=[O:26])[CH3:25])[O:19][C:18]2=[O:27])[CH:5]=[CH:6][C:7]=1[N:8]1[CH2:13][CH2:12][C:11](=O)[C:10]([CH3:16])([CH3:15])[CH2:9]1.[C-:28]#[N:29].[Na+].[F:31][C:32]1[C:38]([F:39])=[C:37]([F:40])[CH:36]=[CH:35][C:33]=1[NH2:34]. (5) Given the product [N:10]1[CH:11]=[CH:12][CH:13]=[C:8]([N:1]2[CH2:5][CH2:4][C@@H:3]([OH:6])[CH2:2]2)[CH:9]=1, predict the reactants needed to synthesize it. The reactants are: [NH:1]1[CH2:5][CH2:4][C@@H:3]([OH:6])[CH2:2]1.Br[C:8]1[CH:9]=[N:10][CH:11]=[CH:12][CH:13]=1.[OH-].[Na+]. (6) Given the product [NH2:33][C:21](=[O:23])[CH2:20][N:17]1[CH2:18][CH2:19][C:14]2[C:13]([C:26]([F:27])([F:29])[F:28])=[N:12][N:11]([CH2:10][C:9]([NH:8][C:6]3[CH:7]=[C:2]([Cl:1])[CH:3]=[CH:4][C:5]=3[O:31][CH3:32])=[O:30])[C:15]=2[CH2:16]1, predict the reactants needed to synthesize it. The reactants are: [Cl:1][C:2]1[CH:3]=[CH:4][C:5]([O:31][CH3:32])=[C:6]([NH:8][C:9](=[O:30])[CH2:10][N:11]2[C:15]3[CH2:16][N:17]([CH2:20][C:21]([O:23]CC)=O)[CH2:18][CH2:19][C:14]=3[C:13]([C:26]([F:29])([F:28])[F:27])=[N:12]2)[CH:7]=1.[NH3:33].CO.